Dataset: Reaction yield outcomes from USPTO patents with 853,638 reactions. Task: Predict the reaction yield, written as a fraction of the theoretical maximum amount of product (1.0 means a 100% yield; for example, 0.34 means a 34% yield). (1) The reactants are [NH2:1][C:2]1[N:7]=[CH:6][N:5]=[C:4]([NH:8][C@H:9]([C:11]2[N:16]([C:17]3[CH:22]=[CH:21][CH:20]=[CH:19][CH:18]=3)[C:15](=[O:23])[C:14]3=[C:24]([CH3:27])[CH:25]=[CH:26][N:13]3[N:12]=2)[CH3:10])[C:3]=1Br.[CH3:29][O:30][C:31]1[CH:36]=[CH:35][C:34]([S:37]([N:40]2[C:48]3[C:43](=[CH:44][CH:45]=[C:46](B4OC(C)(C)C(C)(C)O4)[CH:47]=3)[CH:42]=[N:41]2)(=[O:39])=[O:38])=[CH:33][CH:32]=1.C(=O)([O-])[O-].[Cs+].[Cs+]. The catalyst is O1CCOCC1.C(OCC)(=O)C. The product is [NH2:1][C:2]1[N:7]=[CH:6][N:5]=[C:4]([NH:8][C@H:9]([C:11]2[N:16]([C:17]3[CH:22]=[CH:21][CH:20]=[CH:19][CH:18]=3)[C:15](=[O:23])[C:14]3=[C:24]([CH3:27])[CH:25]=[CH:26][N:13]3[N:12]=2)[CH3:10])[C:3]=1[C:46]1[CH:47]=[C:48]2[C:43]([CH:42]=[N:41][N:40]2[S:37]([C:34]2[CH:35]=[CH:36][C:31]([O:30][CH3:29])=[CH:32][CH:33]=2)(=[O:39])=[O:38])=[CH:44][CH:45]=1. The yield is 0.660. (2) The yield is 0.742. The product is [C:31]1([C@H:29]([O:28][C:26]([NH:25][C:24]2[N:20]([C:17]3[CH:18]=[CH:19][C:14]([C:11]4[CH:10]=[CH:9][C:8]([CH2:5][C:3]([OH:4])=[O:2])=[CH:13][CH:12]=4)=[CH:15][CH:16]=3)[N:21]=[N:22][CH:23]=2)=[O:27])[CH3:30])[CH:32]=[CH:33][CH:34]=[CH:35][CH:36]=1. The reactants are C[O:2][C:3]([C:5]1([C:8]2[CH:13]=[CH:12][C:11]([C:14]3[CH:19]=[CH:18][C:17]([N:20]4[C:24]([NH:25][C:26]([O:28][C@@H:29]([C:31]5[CH:36]=[CH:35][CH:34]=[CH:33][CH:32]=5)[CH3:30])=[O:27])=[CH:23][N:22]=[N:21]4)=[CH:16][CH:15]=3)=[CH:10][CH:9]=2)CC1)=[O:4].C1COCC1.CO.[OH-].[Na+]. The catalyst is O.